This data is from Forward reaction prediction with 1.9M reactions from USPTO patents (1976-2016). The task is: Predict the product of the given reaction. (1) The product is: [CH3:13][C:3]1[C:2]([N:15]2[CH2:19][CH2:18][CH2:17][CH2:16]2)=[N:7][N:6]2[C:8]([NH2:11])=[N:9][N:10]=[C:5]2[C:4]=1[CH3:12]. Given the reactants Cl[C:2]1[C:3]([CH3:13])=[C:4]([CH3:12])[C:5]2[N:6]([C:8]([NH2:11])=[N:9][N:10]=2)[N:7]=1.O.[NH:15]1[CH2:19][CH2:18][CH2:17][CH2:16]1, predict the reaction product. (2) Given the reactants Br[C:2]1[CH:3]=[CH:4][C:5]2[O:11][CH2:10][CH2:9][N:8]3[C:12]([C:18]([NH:20][CH3:21])=[O:19])=[C:13]([C:15]([NH2:17])=[O:16])[N:14]=[C:7]3[C:6]=2[CH:22]=1.[C:23]([C@:25]1([OH:32])[CH2:29][CH2:28][N:27]([CH3:30])[C:26]1=[O:31])#[CH:24], predict the reaction product. The product is: [OH:32][C@@:25]1([C:23]#[C:24][C:2]2[CH:3]=[CH:4][C:5]3[O:11][CH2:10][CH2:9][N:8]4[C:12]([C:18]([NH:20][CH3:21])=[O:19])=[C:13]([C:15]([NH2:17])=[O:16])[N:14]=[C:7]4[C:6]=3[CH:22]=2)[CH2:29][CH2:28][N:27]([CH3:30])[C:26]1=[O:31]. (3) Given the reactants [Br:1][C:2]1[CH:3]=[C:4]2[C:8](=[CH:9][CH:10]=1)[CH2:7][NH:6][CH2:5]2.[O:11](C(OC(C)(C)C)=O)[C:12]([O:14][C:15]([CH3:18])([CH3:17])[CH3:16])=O, predict the reaction product. The product is: [Br:1][C:2]1[CH:3]=[C:4]2[C:8](=[CH:9][CH:10]=1)[CH2:7][N:6]([C:12]([O:14][C:15]([CH3:18])([CH3:17])[CH3:16])=[O:11])[CH2:5]2.